From a dataset of Catalyst prediction with 721,799 reactions and 888 catalyst types from USPTO. Predict which catalyst facilitates the given reaction. (1) Reactant: Cl.C(OC([N:9]1[CH2:14][CH2:13][CH:12]([C@H:15]([CH3:29])[CH2:16][CH2:17][O:18][C:19]2[CH:27]=[CH:26][C:22]([C:23]([OH:25])=[O:24])=[C:21]([CH3:28])[N:20]=2)[CH2:11][CH2:10]1)=O)(C)(C)C. Product: [CH3:28][C:21]1[N:20]=[C:19]([O:18][CH2:17][CH2:16][C@H:15]([CH:12]2[CH2:11][CH2:10][NH:9][CH2:14][CH2:13]2)[CH3:29])[CH:27]=[CH:26][C:22]=1[C:23]([OH:25])=[O:24]. The catalyst class is: 12. (2) Reactant: [NH:1]1[CH2:5][CH2:4][CH:3]=[CH:2]1.CCN(CC)CC.[CH3:13][C:14]([O:17][C:18](O[C:18]([O:17][C:14]([CH3:16])([CH3:15])[CH3:13])=[O:19])=[O:19])([CH3:16])[CH3:15]. Product: [C:14]([O:17][C:18]([N:1]1[CH2:5][CH:4]=[CH:3][CH2:2]1)=[O:19])([CH3:16])([CH3:15])[CH3:13]. The catalyst class is: 2. (3) The catalyst class is: 431. Product: [C:16]1([C:2]2[C:3]([N+:13]([O-:15])=[O:14])=[N:4][N:5]([CH:7]3[CH2:12][CH2:11][CH2:10][CH2:9][O:8]3)[CH:6]=2)[CH2:20][CH2:19][CH2:18][CH:17]=1. Reactant: Br[C:2]1[C:3]([N+:13]([O-:15])=[O:14])=[N:4][N:5]([CH:7]2[CH2:12][CH2:11][CH2:10][CH2:9][O:8]2)[CH:6]=1.[C:16]1(B2OC(C)(C)C(C)(C)O2)[CH2:20][CH2:19][CH2:18][CH:17]=1.C(=O)([O-])[O-].[K+].[K+]. (4) Reactant: C([Si](C)(C)[O:6][C:7]1[CH:12]=[CH:11][CH:10]=[CH:9][C:8]=1[NH:13][C:14](=[O:34])[C:15]1[CH:20]=[CH:19][C:18]([CH2:21][S:22][C:23]2[NH:27][C:26]3[CH:28]=[CH:29][C:30]([O:32][CH3:33])=[CH:31][C:25]=3[N:24]=2)=[CH:17][CH:16]=1)(C)(C)C.CCCC[N+](CCCC)(CCCC)CCCC.[F-]. Product: [OH:6][C:7]1[CH:12]=[CH:11][CH:10]=[CH:9][C:8]=1[NH:13][C:14](=[O:34])[C:15]1[CH:16]=[CH:17][C:18]([CH2:21][S:22][C:23]2[NH:27][C:26]3[CH:28]=[CH:29][C:30]([O:32][CH3:33])=[CH:31][C:25]=3[N:24]=2)=[CH:19][CH:20]=1. The catalyst class is: 1. (5) Reactant: [C:1]([NH:5][C:6]([NH:8][CH2:9][C:10]([CH3:32])([CH3:31])[CH:11]([C:15]1[CH:16]=[C:17]2[C:21](=[CH:22][CH:23]=1)[N:20]([C:24]1[CH:29]=[CH:28][C:27]([F:30])=[CH:26][CH:25]=1)[N:19]=[CH:18]2)[CH2:12][CH:13]=[CH2:14])=[O:7])([CH3:4])([CH3:3])[CH3:2].B1C2CCCC1CCC2.[OH-:42].[Na+].OO. Product: [C:1]([NH:5][C:6]([NH:8][CH2:9][C:10]([CH3:32])([CH3:31])[CH:11]([C:15]1[CH:16]=[C:17]2[C:21](=[CH:22][CH:23]=1)[N:20]([C:24]1[CH:29]=[CH:28][C:27]([F:30])=[CH:26][CH:25]=1)[N:19]=[CH:18]2)[CH2:12][CH2:13][CH2:14][OH:42])=[O:7])([CH3:2])([CH3:3])[CH3:4]. The catalyst class is: 20. (6) Reactant: [CH3:1][C:2]1([CH3:10])[C:5](=[O:6])[CH2:4][CH:3]1C(O)=O.C1(P([N:25]=[N+]=[N-])(C2C=CC=CC=2)=O)C=CC=CC=1.[C:28]([OH:32])([CH3:31])([CH3:30])[CH3:29].[C:33](=[O:36])(O)[O-].[Na+]. Product: [C:28]([O:32][C:33](=[O:36])[NH:25][CH:3]1[CH2:4][C:5](=[O:6])[C:2]1([CH3:1])[CH3:10])([CH3:31])([CH3:30])[CH3:29]. The catalyst class is: 11. (7) Reactant: C(=O)([O-])[O-].[K+].[K+].Br[CH2:8][C:9]1[CH:14]=[CH:13][CH:12]=[CH:11][C:10]=1/[C:15](=[CH:20]\[O:21][CH3:22])/[C:16]([O:18][CH3:19])=[O:17].[OH:23][C:24]1[CH:25]=[C:26]([CH:29]=[CH:30][C:31]=1[O:32][CH3:33])[CH:27]=[O:28]. Product: [CH:27]([C:26]1[CH:29]=[CH:30][C:31]([O:32][CH3:33])=[C:24]([CH:25]=1)[O:23][CH2:8][C:9]1[CH:14]=[CH:13][CH:12]=[CH:11][C:10]=1/[C:15](=[CH:20]\[O:21][CH3:22])/[C:16]([O:18][CH3:19])=[O:17])=[O:28]. The catalyst class is: 10.